Dataset: Catalyst prediction with 721,799 reactions and 888 catalyst types from USPTO. Task: Predict which catalyst facilitates the given reaction. Reactant: [NH2:1][C:2]1[CH:9]=[CH:8][C:7]([CH:10]([CH3:12])[CH3:11])=[CH:6][C:3]=1[C:4]#[N:5].F[C:14]1[CH:19]=[CH:18][CH:17]=[CH:16][C:15]=1[N+:20]([O-:22])=[O:21].[OH-].[Li+]. Product: [CH:10]([C:7]1[CH:8]=[CH:9][C:2]([NH:1][C:14]2[CH:19]=[CH:18][CH:17]=[CH:16][C:15]=2[N+:20]([O-:22])=[O:21])=[C:3]([CH:6]=1)[C:4]#[N:5])([CH3:12])[CH3:11]. The catalyst class is: 58.